This data is from Catalyst prediction with 721,799 reactions and 888 catalyst types from USPTO. The task is: Predict which catalyst facilitates the given reaction. (1) Reactant: C[O:2][C:3](=O)[C:4]([CH3:11])([CH3:10])[CH:5]([C:8]#[N:9])[C:6]#[N:7].[F:13][C:14]1[CH:33]=[CH:32][CH:31]=[CH:30][C:15]=1[CH2:16][N:17]1[C:21]2=[N:22][C:23]([CH3:26])=[N:24][CH:25]=[C:20]2[C:19]([C:27](=[NH:29])[NH2:28])=[N:18]1.O. Product: [NH2:7][C:6]1[C:5]2[C:4]([CH3:11])([CH3:10])[C:3](=[O:2])[NH:9][C:8]=2[N:29]=[C:27]([C:19]2[C:20]3[C:21](=[N:22][C:23]([CH3:26])=[N:24][CH:25]=3)[N:17]([CH2:16][C:15]3[CH:30]=[CH:31][CH:32]=[CH:33][C:14]=3[F:13])[N:18]=2)[N:28]=1. The catalyst class is: 107. (2) Reactant: [NH2:1][C:2]1[CH:3]=[C:4]([CH2:8][S:9]([N:12]([CH3:14])[CH3:13])(=[O:11])=[O:10])[CH:5]=[CH:6][CH:7]=1.Cl[C:16]1[CH:21]=[C:20]([C:22]2[CH:27]=[CH:26][CH:25]=[CH:24][C:23]=2[O:28][CH2:29]C)[N:19]=[CH:18][N:17]=1. Product: [CH3:29][O:28][C:23]1[CH:24]=[CH:25][CH:26]=[CH:27][C:22]=1[C:20]1[N:19]=[CH:18][N:17]=[C:16]([NH:1][C:2]2[CH:3]=[C:4]([CH2:8][S:9]([N:12]([CH3:14])[CH3:13])(=[O:11])=[O:10])[CH:5]=[CH:6][CH:7]=2)[CH:21]=1. The catalyst class is: 3. (3) Reactant: [N+:1]([C:4]1[CH:5]=[C:6]([C:13]([N:15]2[CH2:20][CH2:19][O:18][CH2:17][CH2:16]2)=[O:14])[CH:7]=[CH:8][C:9]=1[N+:10]([O-])=O)([O-])=O.C(OCC)(=O)C. Product: [NH2:1][C:4]1[CH:5]=[C:6]([C:13]([N:15]2[CH2:20][CH2:19][O:18][CH2:17][CH2:16]2)=[O:14])[CH:7]=[CH:8][C:9]=1[NH2:10]. The catalyst class is: 29. (4) Reactant: [C:1]1([C:14]2[CH:19]=[CH:18][CH:17]=[CH:16][CH:15]=2)[CH:6]=[CH:5][C:4]([C:7](=[N+]=[N-])[C:8]([O:10][CH3:11])=[O:9])=[CH:3][CH:2]=1.[CH:20](/[C:24]1[CH:29]=[CH:28][CH:27]=[CH:26][CH:25]=1)=[CH:21]\[CH:22]=[CH2:23]. Product: [C:1]1([C:14]2[CH:19]=[CH:18][CH:17]=[CH:16][CH:15]=2)[CH:6]=[CH:5][C:4]([C:7]2([C:8]([O:10][CH3:11])=[O:9])[CH2:23][CH:22]2/[CH:21]=[CH:20]/[C:24]2[CH:29]=[CH:28][CH:27]=[CH:26][CH:25]=2)=[CH:3][CH:2]=1. The catalyst class is: 11. (5) Reactant: S(Cl)(Cl)=O.[Cl:5][C:6]1[C:7]([CH3:15])=[C:8]([CH:12]=[CH:13][CH:14]=1)[C:9]([OH:11])=O.[Al+3].[Cl-].[Cl-].[Cl-].[CH:20]1C=CC=C[CH:21]=1. Product: [Cl:5][C:6]1[C:7]([CH3:15])=[C:8]2[C:12]([CH2:20][CH2:21][C:9]2=[O:11])=[CH:13][CH:14]=1. The catalyst class is: 68. (6) Reactant: [Cl:1][C:2]1[C:9]([CH3:10])=[C:8]([CH2:11]O)[CH:7]=[CH:6][C:3]=1[C:4]#[N:5].P(Br)(Br)[Br:14]. Product: [Br:14][CH2:11][C:8]1[CH:7]=[CH:6][C:3]([C:4]#[N:5])=[C:2]([Cl:1])[C:9]=1[CH3:10]. The catalyst class is: 2. (7) Reactant: [NH2:1][C:2]1[CH:3]=[C:4]([NH:9][C:10](=[O:22])[C:11]2[CH:16]=[CH:15][CH:14]=[C:13]([C:17]([C:20]#[N:21])([CH3:19])[CH3:18])[CH:12]=2)[CH:5]=[CH:6][C:7]=1[CH3:8].[ClH:23]. Product: [ClH:23].[NH2:1][C:2]1[CH:3]=[C:4]([NH:9][C:10](=[O:22])[C:11]2[CH:16]=[CH:15][CH:14]=[C:13]([C:17]([C:20]#[N:21])([CH3:19])[CH3:18])[CH:12]=2)[CH:5]=[CH:6][C:7]=1[CH3:8]. The catalyst class is: 12. (8) Reactant: [CH2:1]([O:3][C:4](=[O:36])[C:5]([CH3:35])([CH3:34])[CH2:6][CH2:7][CH2:8][CH2:9][O:10][C:11]1[CH:16]=[C:15]([CH3:17])[C:14]([NH:18][C:19](=[O:32])[CH:20]([O:26]C(OCC)C)[C:21]([CH3:25])([CH3:24])[CH2:22][OH:23])=[C:13]([CH3:33])[CH:12]=1)[CH3:2]. The catalyst class is: 313. Product: [CH2:1]([O:3][C:4](=[O:36])[C:5]([CH3:35])([CH3:34])[CH2:6][CH2:7][CH2:8][CH2:9][O:10][C:11]1[CH:12]=[C:13]([CH3:33])[C:14]([NH:18][C:19](=[O:32])[CH:20]([OH:26])[C:21]([CH3:24])([CH3:25])[CH2:22][OH:23])=[C:15]([CH3:17])[CH:16]=1)[CH3:2]. (9) Reactant: [Cl:1][C:2]1[N:7]=[N:6][C:5]([NH2:8])=[CH:4][C:3]=1[CH3:9].ClC1N=NC(N)=C(C)C=1.C([O-])(O)=O.[Na+].[Br:24]Br. Product: [Br:24][C:4]1[C:3]([CH3:9])=[C:2]([Cl:1])[N:7]=[N:6][C:5]=1[NH2:8]. The catalyst class is: 191. (10) Reactant: [F:1][C:2]1[CH:8]=[CH:7][CH:6]=[C:5]([F:9])[C:3]=1[NH2:4].C[Si]([N-][Si](C)(C)C)(C)C.[Na+].[F:20][C:21]1[C:22]([CH2:55][CH2:56][N:57]2[CH2:62][CH2:61][CH2:60][CH2:59][CH2:58]2)=[CH:23][C:24]([O:53][CH3:54])=[C:25]([NH:27][C:28]2[N:33]=[C:32]([C:34]3[N:38]4[CH:39]=[CH:40][CH:41]=[CH:42][C:37]4=[N:36][C:35]=3[C:43]3[CH:44]=[C:45]([CH:50]=[CH:51][CH:52]=3)[C:46](OC)=[O:47])[CH:31]=[CH:30][N:29]=2)[CH:26]=1.CO. Product: [F:1][C:2]1[CH:8]=[CH:7][CH:6]=[C:5]([F:9])[C:3]=1[NH:4][C:46](=[O:47])[C:45]1[CH:50]=[CH:51][CH:52]=[C:43]([C:35]2[N:36]=[C:37]3[CH:42]=[CH:41][CH:40]=[CH:39][N:38]3[C:34]=2[C:32]2[CH:31]=[CH:30][N:29]=[C:28]([NH:27][C:25]3[CH:26]=[C:21]([F:20])[C:22]([CH2:55][CH2:56][N:57]4[CH2:62][CH2:61][CH2:60][CH2:59][CH2:58]4)=[CH:23][C:24]=3[O:53][CH3:54])[N:33]=2)[CH:44]=1. The catalyst class is: 1.